Dataset: Forward reaction prediction with 1.9M reactions from USPTO patents (1976-2016). Task: Predict the product of the given reaction. Given the reactants Cl[C:2]1[CH:31]=[CH:30][CH:29]=[C:28](Cl)[C:3]=1[C:4]([NH:6][C:7]1[C:8]([C:12]2[NH:16][C:15]3[CH:17]=[CH:18][C:19]([CH2:21][N:22]4[CH2:27][CH2:26][O:25][CH2:24][CH2:23]4)=[CH:20][C:14]=3[N:13]=2)=[N:9][NH:10][CH:11]=1)=[O:5].[O:33]1C2C=CC=C(C(NC3C(C(O)=O)=NNC=3)=O)C=2[O:36][CH2:35][CH2:34]1, predict the reaction product. The product is: [N:22]1([CH2:21][C:19]2[CH:18]=[CH:17][C:15]3[NH:16][C:12]([C:8]4[C:7]([NH:6][C:4]([C:3]5[C:28]6[O:36][CH2:35][CH2:34][O:33][C:29]=6[CH:30]=[CH:31][CH:2]=5)=[O:5])=[CH:11][NH:10][N:9]=4)=[N:13][C:14]=3[CH:20]=2)[CH2:27][CH2:26][O:25][CH2:24][CH2:23]1.